This data is from Forward reaction prediction with 1.9M reactions from USPTO patents (1976-2016). The task is: Predict the product of the given reaction. Given the reactants Br[C:2]1[CH:3]=[CH:4][C:5]([CH2:8][C:9]([NH:11][C:12]2[CH:17]=[C:16]([C:18]([C:20]3[C:28]4[CH:27]=[N:26][CH:25]=[N:24][C:23]=4[N:22]([CH:29]([CH3:31])[CH3:30])[CH:21]=3)=[O:19])[CH:15]=[CH:14][N:13]=2)=[O:10])=[N:6][CH:7]=1.[CH3:32][N:33](C=O)C, predict the reaction product. The product is: [C:32]([C:2]1[CH:3]=[CH:4][C:5]([CH2:8][C:9]([NH:11][C:12]2[CH:17]=[C:16]([C:18]([C:20]3[C:28]4[CH:27]=[N:26][CH:25]=[N:24][C:23]=4[N:22]([CH:29]([CH3:31])[CH3:30])[CH:21]=3)=[O:19])[CH:15]=[CH:14][N:13]=2)=[O:10])=[N:6][CH:7]=1)#[N:33].